The task is: Predict the reaction yield, written as a fraction of the theoretical maximum amount of product (1.0 means a 100% yield; for example, 0.34 means a 34% yield).. This data is from Reaction yield outcomes from USPTO patents with 853,638 reactions. (1) The reactants are [CH3:1][O:2][C:3]1[CH:4]=[C:5]([C:9]([C:11]2[NH:12][CH:13]=[C:14]([C:16]3[CH:21]=[CH:20][CH:19]=[CH:18][CH:17]=3)[N:15]=2)=[O:10])[CH:6]=[CH:7][CH:8]=1.C(=O)([O-])[O-].[K+].[K+].C1OCCOCCOCCOCCOCCOC1.[CH2:46](Br)[CH2:47][CH:48]=[CH2:49]. The catalyst is CN(C=O)C.O. The product is [CH2:49]([N:12]1[CH:13]=[C:14]([C:16]2[CH:21]=[CH:20][CH:19]=[CH:18][CH:17]=2)[N:15]=[C:11]1[C:9]([C:5]1[CH:6]=[CH:7][CH:8]=[C:3]([O:2][CH3:1])[CH:4]=1)=[O:10])[CH2:48][CH:47]=[CH2:46]. The yield is 0.930. (2) The yield is 0.980. The product is [C:16]([O:15][C:13]([NH:1][C@@H:2]([CH2:3][C:4]1[CH:9]=[CH:8][CH:7]=[CH:6][CH:5]=1)[C:10](=[S:29])[NH2:12])=[O:14])([CH3:19])([CH3:18])[CH3:17]. The catalyst is C1COCC1. The reactants are [NH:1]([C:13]([O:15][C:16]([CH3:19])([CH3:18])[CH3:17])=[O:14])[C@H:2]([C:10]([NH2:12])=O)[CH2:3][C:4]1[CH:9]=[CH:8][CH:7]=[CH:6][CH:5]=1.COC1C=CC(P2(SP(C3C=CC(OC)=CC=3)(=S)S2)=[S:29])=CC=1. (3) The reactants are [CH3:1][O:2][C:3]1[CH:14]=[CH:13][C:6]2[C:7]([C:10](N)=[O:11])=[N:8][S:9][C:5]=2[CH:4]=1.[OH-:15].[Na+].Cl. The product is [CH3:1][O:2][C:3]1[CH:14]=[CH:13][C:6]2[C:7]([C:10]([OH:15])=[O:11])=[N:8][S:9][C:5]=2[CH:4]=1. The catalyst is CO. The yield is 0.890. (4) The reactants are [H-].[Na+].[CH3:3][O:4][C:5](=[O:18])[C:6]1[CH:11]=[C:10]([NH:12][S:13]([CH3:16])(=[O:15])=[O:14])[N:9]=[C:8]([Cl:17])[CH:7]=1.I[CH3:20]. The catalyst is CN(C=O)C. The product is [CH3:3][O:4][C:5](=[O:18])[C:6]1[CH:11]=[C:10]([N:12]([S:13]([CH3:16])(=[O:14])=[O:15])[CH3:20])[N:9]=[C:8]([Cl:17])[CH:7]=1. The yield is 0.720. (5) The reactants are [CH2:1]([N:8]1[CH2:12][CH2:11][C:10](=[O:13])[CH2:9]1)[C:2]1[CH:7]=[CH:6][CH:5]=[CH:4][CH:3]=1.[CH3:14][Mg+].[Br-]. The catalyst is C1COCC1. The product is [CH2:1]([N:8]1[CH2:12][CH2:11][C:10]([CH3:14])([OH:13])[CH2:9]1)[C:2]1[CH:3]=[CH:4][CH:5]=[CH:6][CH:7]=1. The yield is 0.560. (6) The reactants are C[O:2][C:3](=[O:36])[CH2:4][O:5][C:6]1[CH:11]=[CH:10][C:9]([C:12]2[CH:17]=[CH:16][C:15]([CH2:18][NH:19][C:20]([C:22]3[CH:23]=[N:24][N:25]([C:30]4[CH:35]=[CH:34][CH:33]=[CH:32][CH:31]=4)[C:26]=3[CH2:27][CH2:28][CH3:29])=[O:21])=[CH:14][CH:13]=2)=[CH:8][CH:7]=1.[OH-].[Na+].Cl. The catalyst is C1COCC1.O. The product is [C:30]1([N:25]2[C:26]([CH2:27][CH2:28][CH3:29])=[C:22]([C:20]([NH:19][CH2:18][C:15]3[CH:16]=[CH:17][C:12]([C:9]4[CH:8]=[CH:7][C:6]([O:5][CH2:4][C:3]([OH:36])=[O:2])=[CH:11][CH:10]=4)=[CH:13][CH:14]=3)=[O:21])[CH:23]=[N:24]2)[CH:31]=[CH:32][CH:33]=[CH:34][CH:35]=1. The yield is 0.870. (7) The reactants are Cl.[Cl:2][C:3]1[CH:4]=[C:5]2[C:9](=[CH:10][CH:11]=1)[NH:8][CH:7]=[C:6]2[CH2:12][CH2:13][NH2:14].[CH3:15][C:16]1[N:17]=[C:18]([C:24]2[CH:29]=[CH:28][CH:27]=[CH:26][CH:25]=2)[S:19][C:20]=1[C:21](Cl)=[O:22].C(N(CC)CC)C.C(OCC)(=O)C. The catalyst is ClCCl. The product is [Cl:2][C:3]1[CH:4]=[C:5]2[C:9](=[CH:10][CH:11]=1)[NH:8][CH:7]=[C:6]2[CH2:12][CH2:13][NH:14][C:21]([C:20]1[S:19][C:18]([C:24]2[CH:25]=[CH:26][CH:27]=[CH:28][CH:29]=2)=[N:17][C:16]=1[CH3:15])=[O:22]. The yield is 0.750. (8) The reactants are [NH2:1][C:2]1[CH:3]=[C:4]([CH:15]=[CH:16][C:17]=1[O:18][C:19]([F:22])([F:21])[F:20])[C:5]([NH:7][C:8]1[CH:9]=[N:10][C:11](Cl)=[CH:12][CH:13]=1)=[O:6].[F:23][C:24]1[CH:29]=[CH:28][CH:27]=[CH:26][C:25]=1B(O)O.C(=O)([O-])[O-].[K+].[K+]. The catalyst is COCCOC.O. The product is [NH2:1][C:2]1[CH:3]=[C:4]([CH:15]=[CH:16][C:17]=1[O:18][C:19]([F:22])([F:21])[F:20])[C:5]([NH:7][C:8]1[CH:9]=[N:10][C:11]([C:25]2[CH:26]=[CH:27][CH:28]=[CH:29][C:24]=2[F:23])=[CH:12][CH:13]=1)=[O:6]. The yield is 0.290. (9) The reactants are [C:1]([O:5][C:6](=[O:17])[NH:7][CH2:8][CH:9]1[CH2:14][CH2:13][CH:12]([CH:15]=O)[CH2:11][CH2:10]1)([CH3:4])([CH3:3])[CH3:2].[CH:18]1([O:23][C:24](=[O:33])[C@@H:25]([NH2:32])[C:26]2[CH:31]=[CH:30][CH:29]=[CH:28][CH:27]=2)[CH2:22][CH2:21][CH2:20][CH2:19]1.C(O)(=O)C.C(O[BH-](OC(=O)C)OC(=O)C)(=O)C.[Na+].C([O-])(O)=O.[Na+]. The catalyst is ClCCCl.C(Cl)Cl. The product is [CH:18]1([O:23][C:24](=[O:33])[C@@H:25]([NH:32][CH2:15][CH:12]2[CH2:13][CH2:14][CH:9]([CH2:8][NH:7][C:6]([O:5][C:1]([CH3:4])([CH3:3])[CH3:2])=[O:17])[CH2:10][CH2:11]2)[C:26]2[CH:31]=[CH:30][CH:29]=[CH:28][CH:27]=2)[CH2:22][CH2:21][CH2:20][CH2:19]1. The yield is 0.310. (10) The reactants are [Br:1][C:2]1[CH:3]=[C:4]2[C:10]([I:11])=[CH:9][NH:8][C:5]2=[N:6][CH:7]=1.[H-].[Na+].[C:14]1([CH3:24])[CH:19]=[CH:18][C:17]([S:20](Cl)(=[O:22])=[O:21])=[CH:16][CH:15]=1. The catalyst is C1COCC1. The product is [Br:1][C:2]1[CH:3]=[C:4]2[C:10]([I:11])=[CH:9][N:8]([S:20]([C:17]3[CH:18]=[CH:19][C:14]([CH3:24])=[CH:15][CH:16]=3)(=[O:22])=[O:21])[C:5]2=[N:6][CH:7]=1. The yield is 0.920.